This data is from Forward reaction prediction with 1.9M reactions from USPTO patents (1976-2016). The task is: Predict the product of the given reaction. (1) Given the reactants CCOC(/N=N/C(OCC)=O)=O.[F:13][C:14]1[C:22]([O:23][C:24]2[C:33]3[C:28](=[CH:29][C:30]([OH:36])=[C:31]([O:34][CH3:35])[CH:32]=3)[N:27]=[N:26][CH:25]=2)=[CH:21][CH:20]=[C:19]2[C:15]=1[CH:16]=[C:17]([CH3:37])[NH:18]2.O[CH2:39][CH2:40][O:41][C:42]1[CH:47]=[CH:46][N:45]=[CH:44][CH:43]=1.C1(P(C2C=CC=CC=2)C2C=CC=CC=2)C=CC=CC=1, predict the reaction product. The product is: [F:13][C:14]1[C:22]([O:23][C:24]2[C:33]3[C:28](=[CH:29][C:30]([O:36][CH2:39][CH2:40][O:41][C:42]4[CH:47]=[CH:46][N:45]=[CH:44][CH:43]=4)=[C:31]([O:34][CH3:35])[CH:32]=3)[N:27]=[N:26][CH:25]=2)=[CH:21][CH:20]=[C:19]2[C:15]=1[CH:16]=[C:17]([CH3:37])[NH:18]2. (2) Given the reactants C(O[C:6](=[O:15])[NH:7][C@H:8]1[CH2:13][CH2:12][C@@H:11]([NH2:14])[CH2:10][CH2:9]1)(C)(C)C.[N+:16]([C:19]1[CH:20]=[C:21]([CH:25]=[CH:26][CH:27]=1)C(Cl)=O)([O-:18])=[O:17].CCN(C(C)C)C(C)C.C(Cl)Cl.[C:40]([OH:46])([C:42]([F:45])([F:44])[F:43])=[O:41], predict the reaction product. The product is: [F:43][C:42]([F:45])([F:44])[C:40]([OH:46])=[O:41].[NH2:14][C@@H:11]1[CH2:10][CH2:9][C@H:8]([NH:7][C:6](=[O:15])[C:26]2[CH:25]=[CH:21][CH:20]=[C:19]([N+:16]([O-:18])=[O:17])[CH:27]=2)[CH2:13][CH2:12]1. (3) Given the reactants FC(F)(F)S(O[C:7]1[C:8]([C:18](=[O:20])[CH3:19])=[CH:9][C:10]([Cl:17])=[C:11]2[C:16]=1[N:15]=[CH:14][CH:13]=[CH:12]2)(=O)=O.Cl.[NH:24]1[CH2:28][CH2:27][C@H:26]([NH:29][C:30](=[O:33])[O:31][CH3:32])[CH2:25]1.C(=O)([O-])[O-].[Cs+].[Cs+], predict the reaction product. The product is: [CH3:32][O:31][C:30](=[O:33])[NH:29][C@H:26]1[CH2:27][CH2:28][N:24]([C:7]2[C:8]([C:18](=[O:20])[CH3:19])=[CH:9][C:10]([Cl:17])=[C:11]3[C:16]=2[N:15]=[CH:14][CH:13]=[CH:12]3)[CH2:25]1.